From a dataset of Forward reaction prediction with 1.9M reactions from USPTO patents (1976-2016). Predict the product of the given reaction. (1) Given the reactants [Cl:1][C:2]1[C:21]([C:22]([F:25])([F:24])[F:23])=[CH:20][CH:19]=[CH:18][C:3]=1[CH2:4][NH:5][CH2:6][CH:7]([C:12]1[CH:17]=[CH:16][CH:15]=[CH:14][CH:13]=1)[CH2:8][CH:9]([CH3:11])[CH3:10].COC1C=CC(C(C)CN([CH2:49][CH2:50][CH2:51][O:52][C:53]2[CH2:54][C:55](=[CH:59][C:60]([O:62][CH3:63])=[O:61])[CH:56]=[CH:57][CH:58]=2)CC2C=CC=C(C(F)(F)F)C=2Cl)=CC=1, predict the reaction product. The product is: [C:12]1([CH:7]([CH2:8][CH:9]([CH3:11])[CH3:10])[CH2:6][N:5]([CH2:49][CH2:50][CH2:51][O:52][C:53]2[CH2:54][C:55](=[CH:59][C:60]([O:62][CH3:63])=[O:61])[CH:56]=[CH:57][CH:58]=2)[CH2:4][C:3]2[CH:18]=[CH:19][CH:20]=[C:21]([C:22]([F:23])([F:24])[F:25])[C:2]=2[Cl:1])[CH:13]=[CH:14][CH:15]=[CH:16][CH:17]=1. (2) Given the reactants Cl[C:2]1[C:3]2[S:19][CH:18]=[C:17]([CH3:20])[C:4]=2[N:5]=[C:6]([C:8]([C:10]2[CH:15]=[CH:14][C:13]([F:16])=[CH:12][CH:11]=2)=[O:9])[N:7]=1.[CH3:21][C:22]1[CH:26]=[C:25]([NH2:27])[NH:24][N:23]=1.Cl.O1CCOCC1.O1CCOCC1, predict the reaction product. The product is: [F:16][C:13]1[CH:14]=[CH:15][C:10]([C:8]([C:6]2[N:7]=[C:2]([NH:27][C:25]3[CH:26]=[C:22]([CH3:21])[NH:23][N:24]=3)[C:3]3[S:19][CH:18]=[C:17]([CH3:20])[C:4]=3[N:5]=2)=[O:9])=[CH:11][CH:12]=1. (3) The product is: [CH:1]1([C:4]2[NH:8][N:7]=[C:6]([NH:9][C:10]3[C:15]([CH3:26])=[CH:14][N:13]=[C:12]([C:16]4[S:20][C:19]([S:21]([NH2:24])(=[O:22])=[O:23])=[CH:18][CH:17]=4)[N:11]=3)[CH:5]=2)[CH2:3][CH2:2]1. Given the reactants [CH:1]1([C:4]2[NH:8][N:7]=[C:6]([NH:9][C:10]3[CH:15]=[CH:14][N:13]=[C:12]([C:16]4[S:20][C:19]([S:21]([NH2:24])(=[O:23])=[O:22])=[CH:18][CH:17]=4)[N:11]=3)[CH:5]=2)[CH2:3][CH2:2]1.Br[C:26]1N=C(NC2C=C(C3CC3)NN=2)C(C)=CN=1, predict the reaction product.